From a dataset of Forward reaction prediction with 1.9M reactions from USPTO patents (1976-2016). Predict the product of the given reaction. Given the reactants [C:1]([OH:5])(=O)[CH2:2][OH:3].[C:6]([C:8]1[CH:9]=[C:10]([C:20]2[N:25]=[CH:24][N:23]=[C:22]([NH:26][C:27]3[CH:38]=[CH:37][C:30]([C:31]([NH:33][CH:34]([CH3:36])[CH3:35])=[O:32])=[CH:29][CH:28]=3)[N:21]=2)[CH:11]=[CH:12][C:13]=1[O:14][C@@H:15]1[CH2:19][CH2:18][NH:17][CH2:16]1)#[N:7], predict the reaction product. The product is: [C:6]([C:8]1[CH:9]=[C:10]([C:20]2[N:25]=[CH:24][N:23]=[C:22]([NH:26][C:27]3[CH:38]=[CH:37][C:30]([C:31]([NH:33][CH:34]([CH3:35])[CH3:36])=[O:32])=[CH:29][CH:28]=3)[N:21]=2)[CH:11]=[CH:12][C:13]=1[O:14][C@@H:15]1[CH2:19][CH2:18][N:17]([C:1](=[O:5])[CH2:2][OH:3])[CH2:16]1)#[N:7].